Dataset: Forward reaction prediction with 1.9M reactions from USPTO patents (1976-2016). Task: Predict the product of the given reaction. (1) Given the reactants Cl.[NH2:2][CH2:3][C:4]1[CH:9]=[CH:8][C:7]([NH:10]/[C:11](=[C:18]2\[C:19](=[O:30])[NH:20][C:21]3[C:26]\2=[CH:25][C:24]([N+:27]([O-:29])=[O:28])=[CH:23][CH:22]=3)/[C:12]2[CH:17]=[CH:16][CH:15]=[CH:14][CH:13]=2)=[CH:6][CH:5]=1.[CH:31](=O)[CH:32]([CH3:34])[CH3:33].C([BH3-])#N.[Na+], predict the reaction product. The product is: [CH2:31]([N:2]([CH2:3][C:4]1[CH:5]=[CH:6][C:7]([NH:10]/[C:11](=[C:18]2\[C:19](=[O:30])[NH:20][C:21]3[C:26]\2=[CH:25][C:24]([N+:27]([O-:29])=[O:28])=[CH:23][CH:22]=3)/[C:12]2[CH:13]=[CH:14][CH:15]=[CH:16][CH:17]=2)=[CH:8][CH:9]=1)[CH2:3][CH:4]([CH3:9])[CH3:5])[CH:32]([CH3:34])[CH3:33]. (2) Given the reactants [C:1]([CH2:4][C:5]1[CH:13]=[C:12]([O:14][CH2:15][C:16]2[CH:21]=[CH:20][C:19]([F:22])=[CH:18][CH:17]=2)[CH:11]=[CH:10][C:6]=1[C:7]([OH:9])=[O:8])(O)=[O:2].C(Cl)(=O)C, predict the reaction product. The product is: [F:22][C:19]1[CH:20]=[CH:21][C:16]([CH2:15][O:14][C:12]2[CH:13]=[C:5]3[C:6](=[CH:10][CH:11]=2)[C:7](=[O:9])[O:8][C:1](=[O:2])[CH2:4]3)=[CH:17][CH:18]=1. (3) Given the reactants C(N([CH2:6][CH3:7])CC)C.[CH2:8]([O:15][C:16]([N:18]1C[CH2:22][CH2:21][CH2:20][CH:19]1[C:24]([N:26]([C:33]1[C:37]2=[N:38][CH:39]=[CH:40][CH:41]=[C:36]2[N:35](C(C2CCCCN2C(OCC2C=CC=CC=2)=O)=O)[CH:34]=1)[CH2:27][C:28]([O:30][CH2:31][CH3:32])=[O:29])=[O:25])=[O:17])C1C=CC=CC=1, predict the reaction product. The product is: [CH2:31]([O:30][C:28](=[O:29])[CH2:27][N:26]([C:33]1[C:37]2=[N:38][CH:39]=[CH:40][CH:41]=[C:36]2[NH:35][CH:34]=1)[C:24]([CH:19]1[CH2:20][CH2:21][CH2:22][N:18]1[C:16]([O:15][CH2:8][C:7]1[CH:6]=[CH:21][CH:20]=[CH:19][CH:24]=1)=[O:17])=[O:25])[CH3:32]. (4) Given the reactants FC1C=C(C=C(C(F)(F)F)C=1)[C:5]([N:7]([C:9]1[CH:10]=[N:11][CH:12]=[CH:13][C:14]=1[C:15]1[CH:20]=[CH:19][C:18]([F:21])=[CH:17][C:16]=1[O:22][CH3:23])C)=O.[Br:31][C:32]1[CH:33]=[C:34]([CH:38]=[C:39]([O:41][C:42]([F:45])([F:44])[F:43])[CH:40]=1)[C:35]([OH:37])=O, predict the reaction product. The product is: [Br:31][C:32]1[CH:33]=[C:34]([CH:38]=[C:39]([O:41][C:42]([F:45])([F:44])[F:43])[CH:40]=1)[C:35]([N:7]([C:9]1[CH:10]=[N:11][CH:12]=[CH:13][C:14]=1[C:15]1[CH:20]=[CH:19][C:18]([F:21])=[CH:17][C:16]=1[O:22][CH3:23])[CH3:5])=[O:37]. (5) Given the reactants Cl[C:2]1[C:3](=[O:26])[N:4]([CH2:17][C:18]2[CH:23]=[CH:22][C:21]([O:24][CH3:25])=[CH:20][CH:19]=2)[C:5]([C:9]2[C:14]([F:15])=[CH:13][CH:12]=[CH:11][C:10]=2[F:16])=[C:6]([Cl:8])[N:7]=1.[NH:27]1[CH:31]=[CH:30][CH:29]=[N:28]1.C(=O)(O)[O-].[K+], predict the reaction product. The product is: [Cl:8][C:6]1[N:7]=[C:2]([N:27]2[CH:31]=[CH:30][CH:29]=[N:28]2)[C:3](=[O:26])[N:4]([CH2:17][C:18]2[CH:23]=[CH:22][C:21]([O:24][CH3:25])=[CH:20][CH:19]=2)[C:5]=1[C:9]1[C:14]([F:15])=[CH:13][CH:12]=[CH:11][C:10]=1[F:16].